Task: Regression/Classification. Given a drug SMILES string, predict its absorption, distribution, metabolism, or excretion properties. Task type varies by dataset: regression for continuous measurements (e.g., permeability, clearance, half-life) or binary classification for categorical outcomes (e.g., BBB penetration, CYP inhibition). For this dataset (ppbr_az), we predict Y.. Dataset: Plasma protein binding rate (PPBR) regression data from AstraZeneca The compound is CC(C)[C@H](O)C(=O)N[C@@H](C)C(=O)N[C@@H]1C(=O)N(C)CCc2ccccc21. The Y is 19.7 %.